This data is from CYP3A4 inhibition data for predicting drug metabolism from PubChem BioAssay. The task is: Regression/Classification. Given a drug SMILES string, predict its absorption, distribution, metabolism, or excretion properties. Task type varies by dataset: regression for continuous measurements (e.g., permeability, clearance, half-life) or binary classification for categorical outcomes (e.g., BBB penetration, CYP inhibition). Dataset: cyp3a4_veith. The molecule is COCCNc1ncnc2ccc(-c3ccccc3C)cc12. The result is 1 (inhibitor).